Dataset: Reaction yield outcomes from USPTO patents with 853,638 reactions. Task: Predict the reaction yield, written as a fraction of the theoretical maximum amount of product (1.0 means a 100% yield; for example, 0.34 means a 34% yield). (1) The yield is 0.830. The catalyst is C(O)C. The product is [CH3:1][C:2]1[CH:3]=[CH:4][C:5]([C:21]([NH:23][C:24]2[CH:25]=[C:26]([C:36]([F:38])([F:39])[F:37])[CH:27]=[C:28]([N:30]3[CH:34]=[N:33][C:32]([CH3:35])=[CH:31]3)[CH:29]=2)=[O:22])=[CH:6][C:7]=1[NH:8][C:9]1[N:10]=[CH:11][CH:12]=[C:13]([C:15]2[CH:16]=[CH:17][CH:18]=[N:19][CH:20]=2)[N:14]=1.[ClH:40]. The reactants are [CH3:1][C:2]1[CH:3]=[CH:4][C:5]([C:21]([NH:23][C:24]2[CH:25]=[C:26]([C:36]([F:39])([F:38])[F:37])[CH:27]=[C:28]([N:30]3[CH:34]=[N:33][C:32]([CH3:35])=[CH:31]3)[CH:29]=2)=[O:22])=[CH:6][C:7]=1[NH:8][C:9]1[N:10]=[CH:11][CH:12]=[C:13]([C:15]2[CH:16]=[CH:17][CH:18]=[N:19][CH:20]=2)[N:14]=1.[ClH:40]. (2) The reactants are [F:1][C:2]1[CH:11]=[CH:10][C:9]2[O:8][CH2:7][C:6]3[CH:12]=[C:13]([C:15](Cl)=[O:16])[S:14][C:5]=3[C:4]=2[CH:3]=1.[Br:18][C:19]1[CH:26]=[CH:25][CH:24]=[CH:23][C:20]=1[NH:21][CH3:22].N1C=CC=CC=1. The catalyst is CN(C1C=CN=CC=1)C.C(Cl)Cl. The product is [Br:18][C:19]1[CH:26]=[CH:25][CH:24]=[CH:23][C:20]=1[N:21]([CH3:22])[C:15]([C:13]1[S:14][C:5]2[C:4]3[CH:3]=[C:2]([F:1])[CH:11]=[CH:10][C:9]=3[O:8][CH2:7][C:6]=2[CH:12]=1)=[O:16]. The yield is 0.240.